This data is from Full USPTO retrosynthesis dataset with 1.9M reactions from patents (1976-2016). The task is: Predict the reactants needed to synthesize the given product. (1) The reactants are: [C:1]([O:5][C:6]([NH:8][C:9]1[CH:17]=[CH:16][C:12]([C:13]([OH:15])=[O:14])=[C:11]([F:18])[CH:10]=1)=[O:7])([CH3:4])([CH3:3])[CH3:2].[Cl:19][C:20]1[CH:21]=[N+:22]([O-:40])[CH:23]=[C:24]([Cl:39])[C:25]=1[CH2:26][C@@H:27]([C:29]1[CH:34]=[CH:33][C:32]([O:35][CH3:36])=[C:31]([O:37][CH3:38])[CH:30]=1)O.C(N=C=NCCCN(C)C)C. Given the product [Cl:39][C:24]1[CH:23]=[N+:22]([O-:40])[CH:21]=[C:20]([Cl:19])[C:25]=1[CH2:26][C@H:27]([O:14][C:13](=[O:15])[C:12]1[CH:16]=[CH:17][C:9]([NH:8][C:6]([O:5][C:1]([CH3:4])([CH3:2])[CH3:3])=[O:7])=[CH:10][C:11]=1[F:18])[C:29]1[CH:34]=[CH:33][C:32]([O:35][CH3:36])=[C:31]([O:37][CH3:38])[CH:30]=1, predict the reactants needed to synthesize it. (2) Given the product [C:1]([O:5][C:6]([NH:8][C:9]1[CH:14]=[CH:13][N:12]([CH2:15][CH2:16][CH:17]([F:28])[CH2:18][N:19]2[CH:23]=[C:22]([C:24]([OH:26])=[O:25])[N:21]=[N:20]2)[C:11](=[O:29])[N:10]=1)=[O:7])([CH3:4])([CH3:2])[CH3:3], predict the reactants needed to synthesize it. The reactants are: [C:1]([O:5][C:6]([NH:8][C:9]1[CH:14]=[CH:13][N:12]([CH2:15][CH2:16][CH:17]([F:28])[CH2:18][N:19]2[CH:23]=[C:22]([C:24]([O:26]C)=[O:25])[N:21]=[N:20]2)[C:11](=[O:29])[N:10]=1)=[O:7])([CH3:4])([CH3:3])[CH3:2].[Li+].[OH-]. (3) Given the product [F:1][C:2]1[CH:7]=[CH:6][C:5]([CH3:8])=[CH:4][C:3]=1[NH:9][C:10]([C@H:12]1[N:20]([C:21](=[O:40])[C@@H:22]([NH:26][C:27](=[O:39])[C@@H:28]([NH:30][CH3:31])[CH3:29])[CH:23]([CH3:25])[CH3:24])[C:15]2=[N:16][CH:17]=[CH:18][CH:19]=[C:14]2[CH2:13]1)=[O:11], predict the reactants needed to synthesize it. The reactants are: [F:1][C:2]1[CH:7]=[CH:6][C:5]([CH3:8])=[CH:4][C:3]=1[NH:9][C:10]([C@H:12]1[N:20]([C:21](=[O:40])[C@@H:22]([NH:26][C:27](=[O:39])[C@@H:28]([N:30](C)[C:31](=O)OC(C)(C)C)[CH3:29])[CH:23]([CH3:25])[CH3:24])[C:15]2=[N:16][CH:17]=[CH:18][CH:19]=[C:14]2[CH2:13]1)=[O:11].C(O)(C(F)(F)F)=O. (4) Given the product [S:1]([Fe:6]([S:1]([OH:5])(=[O:4])=[O:3])([S:1]([OH:3])(=[O:5])=[O:4])[S:1]([OH:3])(=[O:5])=[O:4])([OH:3])(=[O:5])=[O:4].[CH:8]1[CH:7]=[CH:12][C:11]2[C:10](=[C:15]3[N:16]=[C:17]4[N:25]=[C:24]([C:23]5[CH:22]=[CH:21][CH:20]=[CH:19][C:18]=54)[N:26]=[C:27]4[NH:35][C:34]([C:33]5[CH:32]=[CH:31][CH:30]=[CH:29][C:28]=54)=[N:36][C:37]4=[N:46][C:44]([C:43]5[CH:42]=[CH:41][CH:40]=[CH:39][C:38]=54)=[N:45][C:13]=2[NH:14]3)[CH:9]=1, predict the reactants needed to synthesize it. The reactants are: [S:1](=[O:5])(=[O:4])([OH:3])O.[Fe:6].[CH:7]1[CH:8]=[CH:9][C:10]2[C:11](=[C:13]3[N:45]=[C:44]4[N:46]=[C:37]([C:38]5[CH:39]=[CH:40][CH:41]=[CH:42][C:43]=54)[N:36]=[C:34]4[NH:35][C:27]([C:28]5[CH:29]=[CH:30][CH:31]=[CH:32][C:33]=54)=[N:26][C:24]4=[N:25][C:17]([C:18]5[CH:19]=[CH:20][CH:21]=[CH:22][C:23]=54)=[N:16][C:15]=2[NH:14]3)[CH:12]=1.